From a dataset of Catalyst prediction with 721,799 reactions and 888 catalyst types from USPTO. Predict which catalyst facilitates the given reaction. (1) Reactant: [F:1][C:2]1[CH:7]=[CH:6][CH:5]=[CH:4][C:3]=1[C:8]1[CH:13]=[CH:12][CH:11]=[C:10]([CH:14]([C:29]2([OH:35])[CH2:34][CH2:33][CH2:32][CH2:31][CH2:30]2)[CH2:15][N:16]2[CH2:21][CH2:20][N:19](C(OC(C)(C)C)=O)[CH2:18][CH2:17]2)[CH:9]=1.C(=O)([O-])[O-].[K+].[K+].[C:42]([OH:49])(=[O:48])/[CH:43]=[CH:44]\[C:45]([OH:47])=[O:46]. Product: [C:42]([OH:49])(=[O:48])/[CH:43]=[CH:44]\[C:45]([OH:47])=[O:46].[F:1][C:2]1[CH:7]=[CH:6][CH:5]=[CH:4][C:3]=1[C:8]1[CH:13]=[CH:12][CH:11]=[C:10]([CH:14]([C:29]2([OH:35])[CH2:30][CH2:31][CH2:32][CH2:33][CH2:34]2)[CH2:15][N:16]2[CH2:17][CH2:18][NH:19][CH2:20][CH2:21]2)[CH:9]=1. The catalyst class is: 5. (2) Reactant: [C:1]([C:3]1[CH:4]=[C:5](B(O)O)[CH:6]=[CH:7][CH:8]=1)#[N:2].Br[C:13]1[S:17][C:16]([C:18]([O:20]CC)=[O:19])=[N:15][C:14]=1[C:23]1[CH:28]=[CH:27][C:26]([F:29])=[C:25]([C:30]#[N:31])[CH:24]=1.C(=O)(O)[O-].[Na+]. Product: [C:30]([C:25]1[CH:24]=[C:23]([C:14]2[N:15]=[C:16]([C:18]([OH:20])=[O:19])[S:17][C:13]=2[C:7]2[CH:6]=[CH:5][CH:4]=[C:3]([C:1]#[N:2])[CH:8]=2)[CH:28]=[CH:27][C:26]=1[F:29])#[N:31]. The catalyst class is: 108. (3) Reactant: [Si](C=[N+]=[N-])(C)(C)[CH3:2].[C:8]([OH:16])(=[O:15])[CH2:9][CH2:10][CH2:11][C:12]([OH:14])=[O:13]. Product: [CH3:2][O:13][C:12](=[O:14])[CH2:11][CH2:10][CH2:9][C:8]([OH:16])=[O:15]. The catalyst class is: 36. (4) Reactant: [S:1]1[C:5]([C:6](OCC)=[O:7])=[CH:4][CH:3]=[C:2]1[C:11]([O:13][CH2:14][CH3:15])=[O:12].[BH4-].[Na+].O. Product: [OH:7][CH2:6][C:5]1[S:1][C:2]([C:11]([O:13][CH2:14][CH3:15])=[O:12])=[CH:3][CH:4]=1. The catalyst class is: 8.